Dataset: Full USPTO retrosynthesis dataset with 1.9M reactions from patents (1976-2016). Task: Predict the reactants needed to synthesize the given product. (1) Given the product [C:11]([NH:1][C:2]1[CH:6]=[CH:5][S:4][C:3]=1[C:7]([O:9][CH3:10])=[O:8])(=[O:13])[CH3:12], predict the reactants needed to synthesize it. The reactants are: [NH2:1][C:2]1[CH:6]=[CH:5][S:4][C:3]=1[C:7]([O:9][CH3:10])=[O:8].[C:11](OC(=O)C)(=[O:13])[CH3:12]. (2) Given the product [CH3:6][C:7]1[C:8]([CH2:20][OH:21])=[CH:9][CH:10]=[C:11]2[C:16]=1[N:15]([CH2:17][CH2:18][CH3:19])[CH2:14][CH2:13][CH2:12]2, predict the reactants needed to synthesize it. The reactants are: C1COCC1.[CH3:6][C:7]1[C:8]([C:20](OC)=[O:21])=[CH:9][CH:10]=[C:11]2[C:16]=1[N:15]([CH2:17][CH2:18][CH3:19])[CH2:14][CH2:13][CH2:12]2.[H-].[Al+3].[Li+].[H-].[H-].[H-].[OH-].[Na+]. (3) Given the product [Cl:1][C:2]1[C:38]([CH3:39])=[CH:37][C:5]([O:6][CH2:7][CH2:8][CH2:9][C:10]2[C:18]3[C:13](=[C:14]([C:19]4[C:23]([CH3:24])=[N:22][N:21]([CH2:49][C:50]5[CH:51]=[N:52][CH:53]=[CH:54][CH:55]=5)[C:20]=4[CH3:25])[CH:15]=[CH:16][CH:17]=3)[N:12]([CH2:26][C:27]3[CH:28]=[C:29]([CH:33]=[CH:34][CH:35]=3)[C:30]([OH:32])=[O:31])[C:11]=2[CH3:36])=[CH:4][C:3]=1[CH3:40], predict the reactants needed to synthesize it. The reactants are: [Cl:1][C:2]1[C:38]([CH3:39])=[CH:37][C:5]([O:6][CH2:7][CH2:8][CH2:9][C:10]2[C:18]3[C:13](=[C:14]([C:19]4[C:20]([CH3:25])=[N:21][NH:22][C:23]=4[CH3:24])[CH:15]=[CH:16][CH:17]=3)[N:12]([CH2:26][C:27]3[CH:28]=[C:29]([CH:33]=[CH:34][CH:35]=3)[C:30]([OH:32])=[O:31])[C:11]=2[CH3:36])=[CH:4][C:3]=1[CH3:40].C(=O)([O-])[O-].[Cs+].[Cs+].Br.Br[CH2:49][C:50]1[CH:51]=[N:52][CH:53]=[CH:54][CH:55]=1. (4) The reactants are: [Cl:1][C:2]1[CH:3]=[CH:4][C:5]2[N:11]=[C:10]([N:12]3[CH2:17][CH2:16][N:15]([CH2:18][C:19]([CH3:24])([CH3:23])[C:20]([OH:22])=[O:21])[CH2:14][CH2:13]3)[C:9]3=[CH:25][C:26]([CH3:28])=[CH:27][N:8]3[CH2:7][C:6]=2[CH:29]=1.[CH3:30][S:31]([OH:34])(=[O:33])=[O:32]. Given the product [CH3:30][S:31]([OH:34])(=[O:33])=[O:32].[CH3:30][S:31]([OH:34])(=[O:33])=[O:32].[Cl:1][C:2]1[CH:3]=[CH:4][C:5]2[N:11]=[C:10]([N:12]3[CH2:13][CH2:14][N:15]([CH2:18][C:19]([CH3:24])([CH3:23])[C:20]([OH:22])=[O:21])[CH2:16][CH2:17]3)[C:9]3=[CH:25][C:26]([CH3:28])=[CH:27][N:8]3[CH2:7][C:6]=2[CH:29]=1, predict the reactants needed to synthesize it. (5) Given the product [CH3:1][C:2]1[CH:17]=[CH:16][C:5]2[N:6]([CH2:9][C:10]3[CH:11]=[CH:12][N:13]=[CH:14][CH:15]=3)[CH:7]=[N:8][C:4]=2[C:3]=1[NH2:18], predict the reactants needed to synthesize it. The reactants are: [CH3:1][C:2]1[CH:17]=[CH:16][C:5]2[N:6]([CH2:9][C:10]3[CH:15]=[CH:14][N:13]=[CH:12][CH:11]=3)[CH:7]=[N:8][C:4]=2[C:3]=1[N+:18]([O-])=O.C(O)(=O)C. (6) Given the product [Cl:1][C:2]1[C:33]([CH3:34])=[CH:32][C:5]([O:6][CH2:7][CH2:8][CH2:9][C:10]2[C:18]3[C:13](=[C:14]([C:19]4[C:23]([CH3:24])=[N:22][N:21]([CH2:44][CH2:45][C:46]5[CH:51]=[CH:50][CH:49]=[CH:48][N:47]=5)[C:20]=4[CH3:25])[CH:15]=[CH:16][CH:17]=3)[N:12]([CH2:26][CH2:27][C:28]([OH:30])=[O:29])[C:11]=2[CH3:31])=[CH:4][C:3]=1[CH3:35], predict the reactants needed to synthesize it. The reactants are: [Cl:1][C:2]1[C:33]([CH3:34])=[CH:32][C:5]([O:6][CH2:7][CH2:8][CH2:9][C:10]2[C:18]3[C:13](=[C:14]([C:19]4[C:20]([CH3:25])=[N:21][NH:22][C:23]=4[CH3:24])[CH:15]=[CH:16][CH:17]=3)[N:12]([CH2:26][CH2:27][C:28]([OH:30])=[O:29])[C:11]=2[CH3:31])=[CH:4][C:3]=1[CH3:35].C(=O)([O-])[O-].[Cs+].[Cs+].Br.Br[CH2:44][CH2:45][C:46]1[CH:51]=[CH:50][CH:49]=[CH:48][N:47]=1. (7) Given the product [F:39][C:2]([F:1])([F:38])[C:3]1[CH:4]=[C:5]([S:9]([NH:12][C:26]2[CH:31]=[CH:30][CH:29]=[CH:28][C:27]=2/[CH:32]=[CH:33]/[C:34]([O:36][CH3:37])=[O:35])(=[O:11])=[O:10])[CH:6]=[CH:7][CH:8]=1, predict the reactants needed to synthesize it. The reactants are: [F:1][C:2]([F:39])([F:38])[C:3]1[CH:4]=[C:5]([S:9]([N:12]([C:26]2[CH:31]=[CH:30][CH:29]=[CH:28][C:27]=2/[CH:32]=[CH:33]/[C:34]([O:36][CH3:37])=[O:35])S(C2C=CC=C(C(F)(F)F)C=2)(=O)=O)(=[O:11])=[O:10])[CH:6]=[CH:7][CH:8]=1.[F-].C([N+](CCCC)(CCCC)CCCC)CCC. (8) Given the product [CH:1]([O:14][C:15](=[O:39])[C@:16]([NH:27][NH:28][C:29]([O:31][CH2:32][C:33]1[CH:34]=[CH:35][CH:36]=[CH:37][CH:38]=1)=[O:30])([CH3:26])[CH2:17][C:18]1[CH:23]=[CH:22][C:21]([O:24][P:55]([O:56][CH2:57][C:58]2[CH:59]=[CH:60][CH:61]=[CH:62][CH:63]=2)([O:54][CH2:84][C:85]2[CH:90]=[CH:89][CH:88]=[CH:87][CH:86]=2)=[O:64])=[C:20]([O:25][P:55]([O:56][CH2:57][C:40]2[CH:41]=[CH:60][CH:59]=[CH:58][CH:63]=2)([O:54][CH2:84][C:46]2[CH:45]=[CH:44][CH:43]=[CH:53][CH:52]=2)=[O:64])[CH:19]=1)([C:8]1[CH:13]=[CH:12][CH:11]=[CH:10][CH:9]=1)[C:2]1[CH:3]=[CH:4][CH:5]=[CH:6][CH:7]=1, predict the reactants needed to synthesize it. The reactants are: [CH:1]([O:14][C:15](=[O:39])[C@:16]([NH:27][NH:28][C:29]([O:31][CH2:32][C:33]1[CH:38]=[CH:37][CH:36]=[CH:35][CH:34]=1)=[O:30])([CH3:26])[CH2:17][C:18]1[CH:23]=[CH:22][C:21]([OH:24])=[C:20]([OH:25])[CH:19]=1)([C:8]1[CH:13]=[CH:12][CH:11]=[CH:10][CH:9]=1)[C:2]1[CH:7]=[CH:6][CH:5]=[CH:4][CH:3]=1.[CH3:40][C:41]#N.[CH2:43]1[CH2:53][CH2:52]N2[C:46](=NCCC2)[CH2:45][CH2:44]1.[O:54]([CH2:84][C:85]1[CH:90]=[CH:89][CH:88]=[CH:87][CH:86]=1)[P:55](O[P:55]([O:56][CH2:57][C:58]1[CH:63]=[CH:62][CH:61]=[CH:60][CH:59]=1)([O:54][CH2:84][C:85]1[CH:90]=[CH:89][CH:88]=[CH:87][CH:86]=1)=[O:64])(=[O:64])[O:56][CH2:57][C:58]1[CH:63]=[CH:62][CH:61]=[CH:60][CH:59]=1.